Dataset: Reaction yield outcomes from USPTO patents with 853,638 reactions. Task: Predict the reaction yield, written as a fraction of the theoretical maximum amount of product (1.0 means a 100% yield; for example, 0.34 means a 34% yield). (1) The reactants are [CH2:1]([C:4]1[CH:9]=[C:8]([Sn](C)(C)C)[N:7]=[C:6]([C:14]#[N:15])[N:5]=1)[CH2:2][CH3:3].[CH3:16][O:17][C:18]1[CH:23]=[CH:22][C:21](Br)=[CH:20][C:19]=1[C:25]([F:28])([F:27])[F:26]. The catalyst is CN(C)C=O.Cl[Pd](Cl)([P](C1C=CC=CC=1)(C1C=CC=CC=1)C1C=CC=CC=1)[P](C1C=CC=CC=1)(C1C=CC=CC=1)C1C=CC=CC=1. The product is [CH3:16][O:17][C:18]1[CH:23]=[CH:22][C:21]([C:8]2[CH:9]=[C:4]([CH2:1][CH2:2][CH3:3])[N:5]=[C:6]([C:14]#[N:15])[N:7]=2)=[CH:20][C:19]=1[C:25]([F:28])([F:27])[F:26]. The yield is 0.110. (2) The reactants are [C:1](Cl)(=[O:3])[CH3:2].[N+:5]([C:8]1[CH:9]=[CH:10][C:11]2[CH2:17][CH2:16][CH2:15][CH2:14][NH:13][C:12]=2[CH:18]=1)([O-:7])=[O:6].C([O-])(O)=O.[Na+]. The catalyst is C(Cl)Cl. The product is [N+:5]([C:8]1[CH:9]=[CH:10][C:11]2[CH2:17][CH2:16][CH2:15][CH2:14][N:13]([C:1](=[O:3])[CH3:2])[C:12]=2[CH:18]=1)([O-:7])=[O:6]. The yield is 0.800.